From a dataset of Peptide-MHC class II binding affinity with 134,281 pairs from IEDB. Regression. Given a peptide amino acid sequence and an MHC pseudo amino acid sequence, predict their binding affinity value. This is MHC class II binding data. (1) The peptide sequence is RIIAGTLEVHAVKPA. The MHC is HLA-DPA10201-DPB10101 with pseudo-sequence HLA-DPA10201-DPB10101. The binding affinity (normalized) is 0.445. (2) The peptide sequence is EKKYFRATQFEPLAA. The MHC is DRB1_1001 with pseudo-sequence DRB1_1001. The binding affinity (normalized) is 0.716. (3) The peptide sequence is VLRTKLMSTRRVLER. The MHC is H-2-IAb with pseudo-sequence H-2-IAb. The binding affinity (normalized) is 0.0949. (4) The peptide sequence is MIVDTISDFRAAIAN. The MHC is HLA-DQA10401-DQB10402 with pseudo-sequence HLA-DQA10401-DQB10402. The binding affinity (normalized) is 0.637. (5) The peptide sequence is KDVTFRNITGTSSTP. The MHC is HLA-DQA10101-DQB10501 with pseudo-sequence HLA-DQA10101-DQB10501. The binding affinity (normalized) is 0.0322. (6) The peptide sequence is SQNRKDIKLIDVEMT. The MHC is DRB1_0101 with pseudo-sequence DRB1_0101. The binding affinity (normalized) is 0.306. (7) The peptide sequence is GSRAIWYMWLGARYL. The MHC is DRB3_0301 with pseudo-sequence DRB3_0301. The binding affinity (normalized) is 0.613. (8) The peptide sequence is YPMEIRPRKTHESHL. The MHC is DRB5_0101 with pseudo-sequence DRB5_0101. The binding affinity (normalized) is 0.